Dataset: Full USPTO retrosynthesis dataset with 1.9M reactions from patents (1976-2016). Task: Predict the reactants needed to synthesize the given product. Given the product [CH2:1]([N:8]1[C:12]2[N:13]=[CH:14][C:15]3[CH:16]=[C:17]([C:36]4[C:37]([F:50])=[C:38]([NH:43][S:44]([CH2:47][CH2:48][CH3:49])(=[O:46])=[O:45])[CH:39]=[CH:40][C:41]=4[F:42])[C:18]([O:21][CH3:22])=[CH:19][C:20]=3[C:11]=2[C:10]([CH:32]2[CH2:33][CH2:34]2)=[N:9]1)[C:2]1[CH:7]=[CH:6][CH:5]=[CH:4][CH:3]=1, predict the reactants needed to synthesize it. The reactants are: [CH2:1]([N:8]1[C:12]2[N:13]=[CH:14][C:15]3[CH:16]=[C:17](B4OC(C)(C)C(C)(C)O4)[C:18]([O:21][CH3:22])=[CH:19][C:20]=3[C:11]=2[C:10]([CH:32]2[CH2:34][CH2:33]2)=[N:9]1)[C:2]1[CH:7]=[CH:6][CH:5]=[CH:4][CH:3]=1.Br[C:36]1[C:37]([F:50])=[C:38]([NH:43][S:44]([CH2:47][CH2:48][CH3:49])(=[O:46])=[O:45])[CH:39]=[CH:40][C:41]=1[F:42].